From a dataset of Full USPTO retrosynthesis dataset with 1.9M reactions from patents (1976-2016). Predict the reactants needed to synthesize the given product. Given the product [O:16]=[C:9]1[N:10]2[CH2:15][CH2:14][N:13]([C:27]([NH:26][CH2:25][CH2:24][N:29]3[CH:33]=[CH:32][CH:31]=[CH:30]3)=[O:28])[CH2:12][CH:11]2[C:7]([C:1]2[CH:6]=[CH:5][CH:4]=[CH:3][CH:2]=2)([C:17]2[CH:18]=[CH:19][CH:20]=[CH:21][CH:22]=2)[O:8]1, predict the reactants needed to synthesize it. The reactants are: [C:1]1([C:7]2([C:17]3[CH:22]=[CH:21][CH:20]=[CH:19][CH:18]=3)[CH:11]3[CH2:12][NH:13][CH2:14][CH2:15][N:10]3[C:9](=[O:16])[O:8]2)[CH:6]=[CH:5][CH:4]=[CH:3][CH:2]=1.Br[CH2:24][CH2:25][N:26]=[C:27]=[O:28].[NH:29]1[CH2:33][CH:32]=[CH:31][CH2:30]1.O.